Dataset: Full USPTO retrosynthesis dataset with 1.9M reactions from patents (1976-2016). Task: Predict the reactants needed to synthesize the given product. (1) The reactants are: C([O:3][C:4]([C:6]1[N:7]=[CH:8][N:9]([C:11]2[CH:12]=[N:13][C:14]3[C:19]([CH:20]=2)=[CH:18][CH:17]=[CH:16][CH:15]=3)[CH:10]=1)=O)C.[H-].C([Al+]CC(C)C)C(C)C.[C@H](O)(C([O-])=O)[C@@H](O)C([O-])=O.[Na+].[K+]. Given the product [N:13]1[C:14]2[C:19](=[CH:18][CH:17]=[CH:16][CH:15]=2)[CH:20]=[C:11]([N:9]2[CH:10]=[C:6]([CH2:4][OH:3])[N:7]=[CH:8]2)[CH:12]=1, predict the reactants needed to synthesize it. (2) Given the product [F:22][C:23]1[CH:28]=[C:27]([CH:11]2[CH2:14][N:13]([C:15]([O:17][C:18]([CH3:21])([CH3:20])[CH3:19])=[O:16])[CH2:12]2)[CH:26]=[CH:25][CH:24]=1, predict the reactants needed to synthesize it. The reactants are: BrCCBr.Cl[Si](C)(C)C.I[CH:11]1[CH2:14][N:13]([C:15]([O:17][C:18]([CH3:21])([CH3:20])[CH3:19])=[O:16])[CH2:12]1.[F:22][C:23]1[CH:24]=[C:25](I)[CH:26]=[CH:27][CH:28]=1. (3) The reactants are: [CH3:1][C:2]1[CH:7]=[CH:6][CH:5]=[CH:4][C:3]=1[CH2:8][C:9]([OH:11])=O.[NH2:12][CH:13]([CH2:21][CH3:22])[C:14]([O:16][CH2:17][CH:18]([CH3:20])[CH3:19])=[O:15]. Given the product [CH2:17]([O:16][C:14](=[O:15])[CH:13]([NH:12][C:9](=[O:11])[CH2:8][C:3]1[CH:4]=[CH:5][CH:6]=[CH:7][C:2]=1[CH3:1])[CH2:21][CH3:22])[CH:18]([CH3:19])[CH3:20], predict the reactants needed to synthesize it. (4) Given the product [F:1][C:2]1[CH:3]=[C:4]([CH2:9][NH:10][C:11]([CH:13]2[CH2:22][CH2:21][C:20]3[C:15](=[C:16]([OH:25])[CH:17]=[CH:18][C:19]=3[OH:23])[CH2:14]2)=[O:12])[CH:5]=[C:6]([F:8])[CH:7]=1, predict the reactants needed to synthesize it. The reactants are: [F:1][C:2]1[CH:3]=[C:4]([CH2:9][NH:10][C:11]([CH:13]2[CH2:22][CH2:21][C:20]3[C:15](=[C:16]([O:25]C)[CH:17]=[CH:18][C:19]=3[O:23]C)[CH2:14]2)=[O:12])[CH:5]=[C:6]([F:8])[CH:7]=1.B(Br)(Br)Br. (5) Given the product [C:1]([O:5][C:6]([CH:8]1[CH2:14][CH2:13][C:12]2[CH:15]=[CH:16][C:17]([O:19][CH3:20])=[CH:18][C:11]=2[N:10]([CH2:22][CH3:23])[C:9]1=[O:21])=[O:7])([CH3:4])([CH3:3])[CH3:2], predict the reactants needed to synthesize it. The reactants are: [C:1]([O:5][C:6]([CH:8]1[CH2:14][CH2:13][C:12]2[CH:15]=[CH:16][C:17]([O:19][CH3:20])=[CH:18][C:11]=2[NH:10][C:9]1=[O:21])=[O:7])([CH3:4])([CH3:3])[CH3:2].[CH2:22](I)[CH3:23].C([O-])([O-])=O.[Cs+].[Cs+]. (6) Given the product [C:1]([O:4][CH2:5][C@H:6]1[CH2:11][C@@H:10]([O:12][C:13](=[O:15])[CH3:14])[CH2:9][CH2:8][C@@:7]1([C@H:17]1[CH2:25][CH2:24][C@@:23]2([CH3:26])[C@@H:19]([CH2:20][CH2:21][C:22]2=[O:27])[C@@H:18]1[CH2:31][O:32][Si:37]([C:34]([CH3:36])([CH3:35])[CH3:33])([C:44]1[CH:49]=[CH:48][CH:47]=[CH:46][CH:45]=1)[C:38]1[CH:43]=[CH:42][CH:41]=[CH:40][CH:39]=1)[CH3:16])(=[O:3])[CH3:2], predict the reactants needed to synthesize it. The reactants are: [C:1]([O:4][CH2:5][C@H:6]1[CH2:11][C@@H:10]([O:12][C:13](=[O:15])[CH3:14])[CH2:9][CH2:8][C@@:7]1([C@H:17]1[CH2:25][CH2:24][C@@:23]2([CH3:26])[C@@H:19]([CH2:20][CH2:21][C:22]32OCC[O:27]3)[C@@H:18]1[CH2:31][OH:32])[CH3:16])(=[O:3])[CH3:2].[CH3:33][C:34]([Si:37](Cl)([C:44]1[CH:49]=[CH:48][CH:47]=[CH:46][CH:45]=1)[C:38]1[CH:43]=[CH:42][CH:41]=[CH:40][CH:39]=1)([CH3:36])[CH3:35].N1C=CN=C1.O. (7) Given the product [CH2:20]([O:19][CH2:18][C@@:4]1([CH2:1][CH2:2][OH:27])[CH2:8][N:7]([C@@H:9]([C:11]2[CH:12]=[CH:13][CH:14]=[CH:15][CH:16]=2)[CH3:10])[C:6](=[O:17])[CH2:5]1)[C:21]1[CH:22]=[CH:23][CH:24]=[CH:25][CH:26]=1, predict the reactants needed to synthesize it. The reactants are: [CH2:1]([C@:4]1([CH2:18][O:19][CH2:20][C:21]2[CH:26]=[CH:25][CH:24]=[CH:23][CH:22]=2)[CH2:8][N:7]([C@@H:9]([C:11]2[CH:16]=[CH:15][CH:14]=[CH:13][CH:12]=2)[CH3:10])[C:6](=[O:17])[CH2:5]1)[CH:2]=C.[O:27]=[O+][O-].[BH4-].[Na+].[Cl-].[NH4+].